Task: Predict the reaction yield, written as a fraction of the theoretical maximum amount of product (1.0 means a 100% yield; for example, 0.34 means a 34% yield).. Dataset: Reaction yield outcomes from USPTO patents with 853,638 reactions The yield is 0.670. The product is [NH2:27][C:25]1[S:26][C:22]([C:20]([NH:19][C:16]2[S:17][CH:18]=[C:14]([C:11]3[CH:12]=[CH:13][C:8]([CH3:35])=[CH:9][CH:10]=3)[N:15]=2)=[O:21])=[CH:23][N:24]=1. The catalyst is C(Cl)(Cl)Cl. The reactants are C(O)(C(F)(F)F)=O.[C:8]1([CH3:35])[CH:13]=[CH:12][C:11]([C:14]2[N:15]=[C:16]([NH:19][C:20]([C:22]3[S:26][C:25]([NH:27]C(=O)OC(C)(C)C)=[N:24][CH:23]=3)=[O:21])[S:17][CH:18]=2)=[CH:10][CH:9]=1.